From a dataset of Full USPTO retrosynthesis dataset with 1.9M reactions from patents (1976-2016). Predict the reactants needed to synthesize the given product. The reactants are: [Cl:1][C:2]1[CH:3]=[CH:4][C:5]([CH2:8][O:9][C:10]2[CH:15]=[CH:14][NH:13][C:12](=[O:16])[CH:11]=2)=[N:6][CH:7]=1.Br[C:18]1[CH:19]=[CH:20][C:21]2[C:30]3[CH2:29][CH2:28][N:27](C(OC(C)(C)C)=O)[CH2:26][CH2:25][C:24]=3[N:23]([CH3:38])[C:22]=2[N:39]=1.OC1C=CC=C2C=1N=CC=C2.C([O-])([O-])=O.[Cs+].[Cs+].Cl. Given the product [ClH:1].[Cl:1][C:2]1[CH:3]=[CH:4][C:5]([CH2:8][O:9][C:10]2[CH:15]=[CH:14][N:13]([C:18]3[CH:19]=[CH:20][C:21]4[C:30]5[CH2:29][CH2:28][NH:27][CH2:26][CH2:25][C:24]=5[N:23]([CH3:38])[C:22]=4[N:39]=3)[C:12](=[O:16])[CH:11]=2)=[N:6][CH:7]=1, predict the reactants needed to synthesize it.